This data is from Full USPTO retrosynthesis dataset with 1.9M reactions from patents (1976-2016). The task is: Predict the reactants needed to synthesize the given product. (1) Given the product [Cl:17][C:18]1[CH:23]=[C:22]([Cl:24])[CH:21]=[C:20]([CH3:25])[C:19]=1[O:26][C:2]1[N:6]([CH3:7])[C:5]2[C:8]([CH:12]([CH2:15][CH3:16])[CH2:13][CH3:14])=[CH:9][CH:10]=[CH:11][C:4]=2[N:3]=1, predict the reactants needed to synthesize it. The reactants are: Cl[C:2]1[N:6]([CH3:7])[C:5]2[C:8]([CH:12]([CH2:15][CH3:16])[CH2:13][CH3:14])=[CH:9][CH:10]=[CH:11][C:4]=2[N:3]=1.[Cl:17][C:18]1[CH:23]=[C:22]([Cl:24])[CH:21]=[C:20]([CH3:25])[C:19]=1[OH:26].C(=O)([O-])[O-].[K+].[K+].C(=O)([O-])O.[Na+]. (2) Given the product [N:30]1[CH:35]=[CH:34][CH:33]=[CH:32][C:31]=1[C:36]1[CH:37]=[CH:38][C:39]([CH:13]2[CH2:12][CH2:11][C:10]([C:14]([NH2:23])=[O:16])=[C:9]2[C:5]2[CH:6]=[CH:7][CH:8]=[C:3]([C:1]#[N:2])[CH:4]=2)=[CH:41][CH:42]=1, predict the reactants needed to synthesize it. The reactants are: [C:1]([C:3]1[CH:4]=[C:5]([C:9]2[CH2:13][CH2:12][CH2:11][C:10]=2[C:14]([OH:16])=O)[CH:6]=[CH:7][CH:8]=1)#[N:2].O=S(Cl)Cl.CC[N:23](C(C)C)C(C)C.[N:30]1[CH:35]=[CH:34][CH:33]=[CH:32][C:31]=1[C:36]1[CH:42]=[CH:41][C:39](N)=[CH:38][CH:37]=1. (3) Given the product [F:24][C:22]1[CH:21]=[C:18]([CH:17]=[C:16]([N:11]2[CH2:12][CH2:13][C:8]3[O:7][C:6]([C:2]4[O:1][CH:5]=[CH:4][N:3]=4)=[N:14][C:9]=3[CH2:10]2)[CH:23]=1)[C:19]#[N:20], predict the reactants needed to synthesize it. The reactants are: [O:1]1[CH:5]=[CH:4][N:3]=[C:2]1[C:6]1[O:7][C:8]2[CH2:13][CH2:12][NH:11][CH2:10][C:9]=2[N:14]=1.Br[C:16]1[CH:17]=[C:18]([CH:21]=[C:22]([F:24])[CH:23]=1)[C:19]#[N:20].CC1(C)C2C(=C(P(C3C=CC=CC=3)C3C=CC=CC=3)C=CC=2)OC2C(P(C3C=CC=CC=3)C3C=CC=CC=3)=CC=CC1=2.C([O-])([O-])=O.[Cs+].[Cs+].